From a dataset of Forward reaction prediction with 1.9M reactions from USPTO patents (1976-2016). Predict the product of the given reaction. (1) Given the reactants [CH3:1][C:2]1[CH:3]=[CH:4][CH:5]=[C:6]2[C:11]=1[CH:10]=[N:9][CH:8]=[CH:7]2.[N+]([O-])([O-])=O.[K+].[N+:17]([O-])(O)=O.[C:21]([OH:24])(=O)[CH3:22], predict the reaction product. The product is: [CH3:1][C:2]1[CH:3]=[CH:4][C:5]([NH:17][C:21](=[O:24])[CH3:22])=[C:6]2[C:11]=1[CH:10]=[N:9][CH:8]=[CH:7]2. (2) Given the reactants Br[CH2:2][C:3]1[CH:26]=[CH:25][C:6]([C:7]([NH:9][N:10]([C:21]([CH3:24])([CH3:23])[CH3:22])[C:11](=[O:20])[C:12]2[CH:17]=[C:16]([CH3:18])[CH:15]=[C:14]([CH3:19])[CH:13]=2)=[O:8])=[CH:5][C:4]=1[B:27]1[O:31]C(C)(C)C(C)(C)[O:28]1.[CH3:36][NH2:37].O, predict the reaction product. The product is: [C:21]([N:10]([C:11](=[O:20])[C:12]1[CH:17]=[C:16]([CH3:18])[CH:15]=[C:14]([CH3:19])[CH:13]=1)[NH:9][C:7]([C:6]1[CH:25]=[CH:26][C:3]([CH2:2][NH:37][CH3:36])=[C:4]([B:27]([OH:31])[OH:28])[CH:5]=1)=[O:8])([CH3:23])([CH3:22])[CH3:24]. (3) Given the reactants [CH3:1][O:2][C:3]([C:5]1[C:6]2[CH:7]=[CH:8][CH:9]=[N:10][C:11]=2[C:12]([O:27]C(C2C=CC=CC=2)C2C=CC=CC=2)=[C:13]2[C:17](=[O:18])[N:16]([CH2:19][C:20]3[CH:25]=[CH:24][C:23]([F:26])=[CH:22][CH:21]=3)[CH2:15][C:14]=12)=[O:4].C(O)(C(F)(F)F)=O.C([SiH](CC)CC)C, predict the reaction product. The product is: [CH3:1][O:2][C:3]([C:5]1[C:6]2[CH:7]=[CH:8][CH:9]=[N:10][C:11]=2[C:12]([OH:27])=[C:13]2[C:17](=[O:18])[N:16]([CH2:19][C:20]3[CH:21]=[CH:22][C:23]([F:26])=[CH:24][CH:25]=3)[CH2:15][C:14]=12)=[O:4]. (4) Given the reactants FC(F)(F)C([N:5]=[S:6]([CH2:9][C:10]1[CH:15]=[CH:14][N:13]=[C:12]([NH:16][C:17]2[CH:22]=[C:21]([C:23]3[C:31]4[O:30][CH:29]=[CH:28][C:27]=4[C:26]([F:32])=[CH:25][CH:24]=3)[C:20]([F:33])=[CH:19][N:18]=2)[CH:11]=1)([CH3:8])=[O:7])=O.CO, predict the reaction product. The product is: [F:33][C:20]1[C:21]([C:23]2[C:31]3[O:30][CH:29]=[CH:28][C:27]=3[C:26]([F:32])=[CH:25][CH:24]=2)=[CH:22][C:17]([NH:16][C:12]2[CH:11]=[C:10]([CH2:9][S:6]([CH3:8])(=[NH:5])=[O:7])[CH:15]=[CH:14][N:13]=2)=[N:18][CH:19]=1. (5) Given the reactants [H-].[Na+].[Br:3][C:4]1[N:9]2[N:10]=[C:11]([O:21][CH3:22])[C:12]([NH:13][C:14](=[O:20])[O:15][C:16]([CH3:19])([CH3:18])[CH3:17])=[C:8]2[CH:7]=[CH:6][CH:5]=1.Br[CH2:24][CH:25]1[CH2:27][CH2:26]1.C(OCC)(=O)C, predict the reaction product. The product is: [Br:3][C:4]1[N:9]2[N:10]=[C:11]([O:21][CH3:22])[C:12]([N:13]([CH2:24][CH:25]3[CH2:27][CH2:26]3)[C:14](=[O:20])[O:15][C:16]([CH3:17])([CH3:18])[CH3:19])=[C:8]2[CH:7]=[CH:6][CH:5]=1. (6) The product is: [CH2:10]([C:13]1([CH3:24])[C:14](=[O:16])[N:2]([CH3:1])[C:3](=[O:4])[NH:5][C:19]1=[O:21])[CH:11]=[CH2:12]. Given the reactants [CH3:1][NH:2][C:3]([NH2:5])=[O:4].N#N.[H-].[Na+].[CH2:10]([C:13]([CH3:24])([C:19]([O:21]CC)=O)[C:14]([O:16]CC)=O)[CH:11]=[CH2:12], predict the reaction product. (7) The product is: [Br:1][C:2]1[CH:9]=[CH:8][C:5]([CH:6]([OH:7])[CH2:16][CH:12]=[CH2:13])=[CH:4][C:3]=1[F:10]. Given the reactants [Br:1][C:2]1[CH:9]=[CH:8][C:5]([CH:6]=[O:7])=[CH:4][C:3]=1[F:10].[Cl-].[CH2:12]1[CH2:16]OC[CH2:13]1, predict the reaction product. (8) Given the reactants [Cl:1][C:2]1[C:3](F)=[C:4]([F:26])[CH:5]=[C:6]2[C:11]=1[N:10]([C:12]1[CH:17]=[CH:16][C:15]([CH2:18][OH:19])=[CH:14][CH:13]=1)[CH:9]=[C:8]([C:20]([O:22][CH2:23][CH3:24])=[O:21])[C:7]2=[O:25].[N:28]1[CH:33]=[CH:32][CH:31]=[CH:30][C:29]=1[N:34]1[CH2:39][CH2:38][NH:37][CH2:36][CH2:35]1.CCN(C(C)C)C(C)C, predict the reaction product. The product is: [Cl:1][C:2]1[C:3]([N:37]2[CH2:38][CH2:39][N:34]([C:29]3[CH:30]=[CH:31][CH:32]=[CH:33][N:28]=3)[CH2:35][CH2:36]2)=[C:4]([F:26])[CH:5]=[C:6]2[C:11]=1[N:10]([C:12]1[CH:17]=[CH:16][C:15]([CH2:18][OH:19])=[CH:14][CH:13]=1)[CH:9]=[C:8]([C:20]([O:22][CH2:23][CH3:24])=[O:21])[C:7]2=[O:25]. (9) Given the reactants [CH3:1][O:2][C:3]([C:5]1[O:6][C:7]([CH3:27])=[C:8]([CH2:10][O:11][C:12]2[CH:17]=[CH:16][C:15](B3OC(C)(C)C(C)(C)O3)=[CH:14][CH:13]=2)[CH:9]=1)=[O:4].Br[C:29]1[N:34]=[CH:33][CH:32]=[CH:31][N:30]=1, predict the reaction product. The product is: [CH3:1][O:2][C:3]([C:5]1[O:6][C:7]([CH3:27])=[C:8]([CH2:10][O:11][C:12]2[CH:13]=[CH:14][C:15]([C:29]3[N:34]=[CH:33][CH:32]=[CH:31][N:30]=3)=[CH:16][CH:17]=2)[CH:9]=1)=[O:4].